Dataset: Catalyst prediction with 721,799 reactions and 888 catalyst types from USPTO. Task: Predict which catalyst facilitates the given reaction. (1) Reactant: [CH2:1]([O:3][C:4](=[O:15])[CH2:5][C:6]1[CH:11]=[C:10]([OH:12])[C:9]([F:13])=[CH:8][C:7]=1[Br:14])[CH3:2].C(=O)([O-])[O-].[Cs+].[Cs+].[I-].[Na+].Br[CH2:25][CH2:26][O:27][Si:28]([C:31]([CH3:34])([CH3:33])[CH3:32])([CH3:30])[CH3:29]. Product: [CH2:1]([O:3][C:4](=[O:15])[CH2:5][C:6]1[CH:11]=[C:10]([O:12][CH2:25][CH2:26][O:27][Si:28]([C:31]([CH3:34])([CH3:33])[CH3:32])([CH3:30])[CH3:29])[C:9]([F:13])=[CH:8][C:7]=1[Br:14])[CH3:2]. The catalyst class is: 179. (2) Reactant: [Cl:1][C:2]1[CH:20]=[CH:19][C:5]([CH2:6][N:7]2[C:15]3[C:10](=[CH:11][C:12]([CH2:16][OH:17])=[CH:13][CH:14]=3)[CH:9]=[C:8]2[CH3:18])=[CH:4][CH:3]=1.[H-].[Na+].I[CH3:24]. Product: [Cl:1][C:2]1[CH:20]=[CH:19][C:5]([CH2:6][N:7]2[C:15]3[C:10](=[CH:11][C:12]([CH2:16][O:17][CH3:24])=[CH:13][CH:14]=3)[CH:9]=[C:8]2[CH3:18])=[CH:4][CH:3]=1. The catalyst class is: 7. (3) Reactant: [S:1]1[CH:5]=[CH:4][CH:3]=[C:2]1[S:6]([NH:9][C:10]1[CH:11]=[C:12]([O:30][C:31]([F:34])([F:33])[F:32])[CH:13]=[C:14]2[C:18]=1[NH:17][C:16]([C:19]1[S:20][CH:21]([CH2:24][C:25]([O:27]CC)=[O:26])[CH2:22][N:23]=1)=[CH:15]2)(=[O:8])=[O:7].[OH-].[Na+].O1CCCC1.C(O)(=O)CC(CC(O)=O)(C(O)=O)O. Product: [S:1]1[CH:5]=[CH:4][CH:3]=[C:2]1[S:6]([NH:9][C:10]1[CH:11]=[C:12]([O:30][C:31]([F:32])([F:34])[F:33])[CH:13]=[C:14]2[C:18]=1[NH:17][C:16]([C:19]1[S:20][CH:21]([CH2:24][C:25]([OH:27])=[O:26])[CH2:22][N:23]=1)=[CH:15]2)(=[O:7])=[O:8]. The catalyst class is: 8.